This data is from Full USPTO retrosynthesis dataset with 1.9M reactions from patents (1976-2016). The task is: Predict the reactants needed to synthesize the given product. (1) Given the product [CH3:1][C:2]1[S:3][C:4]2[C:10]3[N:33]=[C:31]([NH:30][C:27]4[CH:28]=[CH:29][C:24]([OH:23])=[CH:25][CH:26]=4)[N:32]=[CH:12][C:9]=3[CH2:8][CH2:7][C:5]=2[N:6]=1, predict the reactants needed to synthesize it. The reactants are: [CH3:1][C:2]1[S:3][C:4]2[C:10](=O)[C:9](=[CH:12]N3CCOCC3)[CH2:8][CH2:7][C:5]=2[N:6]=1.[N+]([O-])(O)=O.[OH:23][C:24]1[CH:29]=[CH:28][C:27]([NH:30][C:31]([NH2:33])=[NH:32])=[CH:26][CH:25]=1.[OH-].[Na+]. (2) Given the product [CH3:13][S:12]([CH2:11][O:10][C:6]1[CH:5]=[C:4]([CH:9]=[CH:8][CH:7]=1)[CH2:3][NH:2][CH3:1])=[O:14], predict the reactants needed to synthesize it. The reactants are: [CH3:1][NH:2][CH2:3][C:4]1[CH:9]=[CH:8][CH:7]=[C:6]([O:10][CH2:11][S:12][CH3:13])[CH:5]=1.[OH:14]O. (3) Given the product [CH:27]1([NH:26][C:24](=[O:25])[C:23]2[CH:22]=[C:21]([N:17]3[CH:18]=[CH:19][N:20]=[C:15]([NH:14][C:11]([CH3:13])([C:6]4[CH:7]=[CH:8][CH:9]=[CH:10][C:5]=4[O:4][CH2:3][CH2:2][NH:37][CH3:36])[CH3:12])[C:16]3=[O:35])[C:32]([CH3:33])=[C:31]([F:34])[CH:30]=2)[CH2:29][CH2:28]1, predict the reactants needed to synthesize it. The reactants are: Cl[CH2:2][CH2:3][O:4][C:5]1[CH:10]=[CH:9][CH:8]=[CH:7][C:6]=1[C:11]([NH:14][C:15]1[C:16](=[O:35])[N:17]([C:21]2[CH:22]=[C:23]([CH:30]=[C:31]([F:34])[C:32]=2[CH3:33])[C:24]([NH:26][CH:27]2[CH2:29][CH2:28]2)=[O:25])[CH:18]=[CH:19][N:20]=1)([CH3:13])[CH3:12].[CH3:36][NH2:37].